Dataset: Peptide-MHC class II binding affinity with 134,281 pairs from IEDB. Task: Regression. Given a peptide amino acid sequence and an MHC pseudo amino acid sequence, predict their binding affinity value. This is MHC class II binding data. The peptide sequence is YDKSLANVSTVLTGK. The MHC is DRB1_0405 with pseudo-sequence DRB1_0405. The binding affinity (normalized) is 0.429.